This data is from Peptide-MHC class II binding affinity with 134,281 pairs from IEDB. The task is: Regression. Given a peptide amino acid sequence and an MHC pseudo amino acid sequence, predict their binding affinity value. This is MHC class II binding data. (1) The peptide sequence is AAAEAGTTVYGAFAA. The MHC is HLA-DPA10103-DPB10401 with pseudo-sequence HLA-DPA10103-DPB10401. The binding affinity (normalized) is 0.188. (2) The peptide sequence is AFALVLLFCALASSC. The MHC is HLA-DQA10301-DQB10302 with pseudo-sequence HLA-DQA10301-DQB10302. The binding affinity (normalized) is 0.461. (3) The peptide sequence is AKLMRDIPFRVGAVV. The MHC is DRB1_0301 with pseudo-sequence DRB1_0301. The binding affinity (normalized) is 0.613. (4) The peptide sequence is LSGSQEVEFIGYGKA. The MHC is DRB1_0301 with pseudo-sequence DRB1_0301. The binding affinity (normalized) is 0. (5) The peptide sequence is LNYMSPHHKKLAQAV. The MHC is DRB3_0202 with pseudo-sequence DRB3_0202. The binding affinity (normalized) is 0.599. (6) The peptide sequence is GLKGPDIYKGVYQFK. The MHC is DRB1_0101 with pseudo-sequence DRB1_0101. The binding affinity (normalized) is 0.244. (7) The peptide sequence is IRYPLTFGWCFKLVPVDPREVEEA. The MHC is HLA-DQA10104-DQB10503 with pseudo-sequence HLA-DQA10104-DQB10503. The binding affinity (normalized) is 0.129.